Dataset: Catalyst prediction with 721,799 reactions and 888 catalyst types from USPTO. Task: Predict which catalyst facilitates the given reaction. (1) Reactant: C1OCCOCCOCCOCCOCCOC1.CC(C)([O-])C.[K+].[CH3:25][C:26]1[NH:42][C:29]2=[C:30]([C:34]3[CH:39]=[CH:38][C:37]([CH:40]=[CH2:41])=[CH:36][CH:35]=3)[N:31]=[CH:32][CH:33]=[C:28]2[C:27]=1[CH3:43].[F:44][C:45]1[CH:46]=[C:47]([CH:50]=[CH:51][CH:52]=1)[CH2:48][Cl:49]. Product: [ClH:49].[F:44][C:45]1[CH:46]=[C:47]([CH:50]=[CH:51][CH:52]=1)[CH2:48][N:42]1[C:29]2=[C:30]([C:34]3[CH:39]=[CH:38][C:37]([CH:40]=[CH2:41])=[CH:36][CH:35]=3)[N:31]=[CH:32][CH:33]=[C:28]2[C:27]([CH3:43])=[C:26]1[CH3:25]. The catalyst class is: 7. (2) Reactant: [OH:1][C:2]1[C:7]2[C:8]([CH2:11][CH2:12][C:13]3[CH:18]=[CH:17][C:16]([CH3:19])=[CH:15][CH:14]=3)=[CH:9][O:10][C:6]=2[CH:5]=[CH:4][CH:3]=1.[C:20]([O:23][C@@H:24]1[C@@H:36]([O:37][C:38](=[O:40])[CH3:39])[C@H:35]([O:41][C:42](=[O:44])[CH3:43])[C@@H:34]([CH2:45][O:46][C:47](=[O:49])[CH3:48])[O:33][C@@H:25]1OC(=N)C(Cl)(Cl)Cl)(=[O:22])[CH3:21]. Product: [C:20]([O:23][C@@H:24]1[C@@H:36]([O:37][C:38](=[O:40])[CH3:39])[C@H:35]([O:41][C:42](=[O:44])[CH3:43])[C@@H:34]([CH2:45][O:46][C:47](=[O:49])[CH3:48])[O:33][C@H:25]1[O:1][C:2]1[C:7]2[C:8]([CH2:11][CH2:12][C:13]3[CH:14]=[CH:15][C:16]([CH3:19])=[CH:17][CH:18]=3)=[CH:9][O:10][C:6]=2[CH:5]=[CH:4][CH:3]=1)(=[O:22])[CH3:21]. The catalyst class is: 4.